This data is from Catalyst prediction with 721,799 reactions and 888 catalyst types from USPTO. The task is: Predict which catalyst facilitates the given reaction. (1) The catalyst class is: 18. Product: [Cl:47][C:45]1[CH:44]=[C:43]([CH:48]([NH:51][C:17]([C:14]2[NH:15][CH:16]=[C:12]([C:3]3[C:2]([Cl:1])=[CH:7][N:6]=[C:5]([NH:8][CH:9]([CH3:10])[CH3:11])[CH:4]=3)[CH:13]=2)=[O:19])[CH2:49][OH:50])[CH:42]=[CH:41][CH:46]=1. Reactant: [Cl:1][C:2]1[C:3]([C:12]2[CH:13]=[C:14]([C:17]([OH:19])=O)[NH:15][CH:16]=2)=[CH:4][C:5]([NH:8][CH:9]([CH3:11])[CH3:10])=[N:6][CH:7]=1.CCN=C=NCCCN(C)C.C1C=CC2N(O)N=NC=2C=1.[CH:41]1[CH:46]=[C:45]([Cl:47])[CH:44]=[C:43]([C@H:48]([NH2:51])[CH2:49][OH:50])[CH:42]=1.C(N(C(C)C)CC)(C)C. (2) Reactant: [F:1][C:2]1[CH:7]=[C:6]([F:8])[CH:5]=[CH:4][C:3]=1[CH2:9][NH:10][C:11]([C:13]1[C:14](=[O:46])[C:15]([O:38]CC2C=CC=CC=2)=[C:16]2[C:35](=[O:36])[N:20]3[CH:21]4[CH2:28][CH2:27][CH:26]([C:29]5[CH:34]=[CH:33][CH:32]=[CH:31][CH:30]=5)[CH2:25][CH:22]4[CH2:23][O:24][CH:19]3[CH2:18][N:17]2[CH:37]=1)=[O:12]. Product: [F:1][C:2]1[CH:7]=[C:6]([F:8])[CH:5]=[CH:4][C:3]=1[CH2:9][NH:10][C:11]([C:13]1[C:14](=[O:46])[C:15]([OH:38])=[C:16]2[C:35](=[O:36])[N:20]3[CH:21]4[CH2:28][CH2:27][CH:26]([C:29]5[CH:34]=[CH:33][CH:32]=[CH:31][CH:30]=5)[CH2:25][CH:22]4[CH2:23][O:24][CH:19]3[CH2:18][N:17]2[CH:37]=1)=[O:12]. The catalyst class is: 19. (3) Reactant: [Cl:1][C:2]1[CH:12]=[C:11]([NH:13][CH:14]2[CH2:18][CH2:17][CH:16](O)[CH2:15]2)[C:5]([C:6]([O:8][CH2:9][CH3:10])=[O:7])=[CH:4][N:3]=1.CCN(S(F)(F)[F:26])CC.ClC1C=C(N[C@@H]2CCCC2F)C(C(OCC)=O)=CN=1.C(N1CCC(NC(=O)C2C(NC(C)C)=CC(NC3C=CC(C#N)=CN=3)=NC=2)CC1)(=O)C. Product: [Cl:1][C:2]1[CH:12]=[C:11]([NH:13][C@H:14]2[CH2:18][CH2:17][CH:16]([F:26])[CH2:15]2)[C:5]([C:6]([O:8][CH2:9][CH3:10])=[O:7])=[CH:4][N:3]=1. The catalyst class is: 192. (4) Reactant: [OH:1][C:2]1[CH:9]=[CH:8][C:5]([CH:6]=O)=[CH:4][CH:3]=1.[NH2:10][C:11]1[CH:16]=[CH:15][CH:14]=[CH:13][N:12]=1. Product: [N:12]1[CH:13]=[CH:14][CH:15]=[CH:16][C:11]=1[NH:10][CH2:6][C:5]1[CH:8]=[CH:9][C:2]([OH:1])=[CH:3][CH:4]=1. The catalyst class is: 11. (5) Reactant: BrBr.[F:3][C:4]([F:13])([F:12])[CH:5]1[CH2:10][CH:9]=[N:8][NH:7][C:6]1=[O:11]. Product: [F:12][C:4]([F:3])([F:13])[C:5]1[C:6](=[O:11])[NH:7][N:8]=[CH:9][CH:10]=1. The catalyst class is: 15. (6) Reactant: [NH:1]([C:10]([O:12][CH2:13][C:14]1[CH:19]=[CH:18][C:17]([CH2:20][CH2:21][C:22]2[CH:27]=[CH:26][C:25]([N:28]3[CH2:33][CH2:32][N:31]([C:34](=[O:36])[CH3:35])[CH2:30][CH2:29]3)=[CH:24][N:23]=2)=[CH:16][CH:15]=1)=[O:11])[NH:2]C(OC(C)(C)C)=O.O1CCOCC1.[ClH:43]. Product: [ClH:43].[ClH:43].[ClH:43].[NH:1]([C:10]([O:12][CH2:13][C:14]1[CH:19]=[CH:18][C:17]([CH2:20][CH2:21][C:22]2[CH:27]=[CH:26][C:25]([N:28]3[CH2:33][CH2:32][N:31]([C:34](=[O:36])[CH3:35])[CH2:30][CH2:29]3)=[CH:24][N:23]=2)=[CH:16][CH:15]=1)=[O:11])[NH2:2]. The catalyst class is: 4.